Task: Predict the product of the given reaction.. Dataset: Forward reaction prediction with 1.9M reactions from USPTO patents (1976-2016) The product is: [CH2:13]([CH:10]1[C:11]2[C:6](=[CH:5][CH:4]=[C:3]([CH2:2][NH:1][S:32]([CH2:31][CH2:30][CH2:29][F:28])(=[O:34])=[O:33])[CH:12]=2)[CH2:7][CH2:8][CH:9]1[NH:20][C:21](=[O:27])[O:22][C:23]([CH3:24])([CH3:26])[CH3:25])[C:14]1[CH:15]=[CH:16][CH:17]=[CH:18][CH:19]=1. Given the reactants [NH2:1][CH2:2][C:3]1[CH:12]=[C:11]2[C:6]([CH2:7][CH2:8][CH:9]([NH:20][C:21](=[O:27])[O:22][C:23]([CH3:26])([CH3:25])[CH3:24])[CH:10]2[CH2:13][C:14]2[CH:19]=[CH:18][CH:17]=[CH:16][CH:15]=2)=[CH:5][CH:4]=1.[F:28][CH2:29][CH2:30][CH2:31][S:32](Cl)(=[O:34])=[O:33], predict the reaction product.